Dataset: Peptide-MHC class I binding affinity with 185,985 pairs from IEDB/IMGT. Task: Regression. Given a peptide amino acid sequence and an MHC pseudo amino acid sequence, predict their binding affinity value. This is MHC class I binding data. (1) The peptide sequence is RPAFPAGTF. The MHC is HLA-A02:01 with pseudo-sequence HLA-A02:01. The binding affinity (normalized) is 0.0847. (2) The peptide sequence is SPRTLNAWV. The MHC is HLA-B45:01 with pseudo-sequence HLA-B45:01. The binding affinity (normalized) is 0.